From a dataset of Forward reaction prediction with 1.9M reactions from USPTO patents (1976-2016). Predict the product of the given reaction. Given the reactants [C:1]([C:3]1[CH:8]=[CH:7][C:6]([N:9]([CH2:14][C:15]([F:18])([F:17])[F:16])[CH2:10][C:11]([OH:13])=O)=[CH:5][C:4]=1[C:19]([F:22])([F:21])[F:20])#[N:2].[Cl:23][C:24]1[CH:29]=[C:28]([Cl:30])[CH:27]=[CH:26][C:25]=1[C:31](=[NH:34])[NH:32]O, predict the reaction product. The product is: [Cl:23][C:24]1[CH:29]=[C:28]([Cl:30])[CH:27]=[CH:26][C:25]=1[C:31]1[N:34]=[C:11]([CH2:10][N:9]([CH2:14][C:15]([F:18])([F:16])[F:17])[C:6]2[CH:7]=[CH:8][C:3]([C:1]#[N:2])=[C:4]([C:19]([F:22])([F:21])[F:20])[CH:5]=2)[O:13][N:32]=1.